This data is from Full USPTO retrosynthesis dataset with 1.9M reactions from patents (1976-2016). The task is: Predict the reactants needed to synthesize the given product. (1) Given the product [N:1]1([C:6]2[CH:11]=[C:10]([CH2:12][NH2:13])[CH:9]=[C:8]([C:14]3[CH:15]=[CH:16][C:17]([O:20][C:21]([F:24])([F:22])[F:23])=[CH:18][CH:19]=3)[N:7]=2)[CH2:5][CH2:4][CH2:3][CH2:2]1, predict the reactants needed to synthesize it. The reactants are: [N:1]1([C:6]2[CH:11]=[C:10]([C:12]#[N:13])[CH:9]=[C:8]([C:14]3[CH:19]=[CH:18][C:17]([O:20][C:21]([F:24])([F:23])[F:22])=[CH:16][CH:15]=3)[N:7]=2)[CH2:5][CH2:4][CH2:3][CH2:2]1.[H-].[H-].[H-].[H-].[Li+].[Al+3]. (2) Given the product [F:38][C:37]([F:40])([F:39])[C:42]([OH:41])=[O:47].[CH:17]([N:15]([CH3:16])[C@@H:12]1[CH2:13][CH2:14][C@H:9]([N:6]2[CH2:7][CH2:8][C@@H:4]([CH2:3][C:2](=[N:43][O:41][CH3:42])[C:31]3[CH:36]=[CH:35][CH:34]=[C:33]([C:37]([F:38])([F:40])[F:39])[CH:32]=3)[C:5]2=[O:30])[C@H:10]([CH2:20][S:21]([C:24]2[CH:29]=[CH:28][CH:27]=[CH:26][CH:25]=2)(=[O:23])=[O:22])[CH2:11]1)([CH3:18])[CH3:19], predict the reactants needed to synthesize it. The reactants are: O=[C:2]([C:31]1[CH:36]=[CH:35][CH:34]=[C:33]([C:37]([F:40])([F:39])[F:38])[CH:32]=1)[CH2:3][C@@H:4]1[CH2:8][CH2:7][N:6]([C@H:9]2[CH2:14][CH2:13][C@@H:12]([N:15]([CH:17]([CH3:19])[CH3:18])[CH3:16])[CH2:11][C@H:10]2[CH2:20][S:21]([C:24]2[CH:29]=[CH:28][CH:27]=[CH:26][CH:25]=2)(=[O:23])=[O:22])[C:5]1=[O:30].[O:41]([NH2:43])[CH3:42].Cl.CC([O-])=[O:47].[Na+]. (3) Given the product [CH3:29][C:30]([CH2:32][N:20]1[CH2:19][CH2:18][CH:17]([O:16][C:14]2[CH:13]=[C:12]([O:23][CH3:24])[CH:11]=[C:10]3[C:15]=2[C:6]([NH:5][C:4]2[CH:25]=[CH:26][C:27]([F:28])=[C:2]([Cl:1])[CH:3]=2)=[N:7][CH:8]=[N:9]3)[CH2:22][CH2:21]1)=[O:31], predict the reactants needed to synthesize it. The reactants are: [Cl:1][C:2]1[CH:3]=[C:4]([CH:25]=[CH:26][C:27]=1[F:28])[NH:5][C:6]1[C:15]2[C:10](=[CH:11][C:12]([O:23][CH3:24])=[CH:13][C:14]=2[O:16][CH:17]2[CH2:22][CH2:21][NH:20][CH2:19][CH2:18]2)[N:9]=[CH:8][N:7]=1.[CH3:29][C:30]([CH2:32]Cl)=[O:31]. (4) Given the product [CH2:19]([O:26][C:27]([N:16]1[CH:17]=[CH:18][C:13](=[O:12])[CH2:14][CH:15]1[C:3]1[CH:8]=[CH:7][C:6]([F:9])=[CH:5][C:4]=1[CH3:10])=[O:28])[C:20]1[CH:25]=[CH:24][CH:23]=[CH:22][CH:21]=1, predict the reactants needed to synthesize it. The reactants are: [Mg].Br[C:3]1[CH:8]=[CH:7][C:6]([F:9])=[CH:5][C:4]=1[CH3:10].C[O:12][C:13]1[CH:18]=[CH:17][N:16]=[CH:15][CH:14]=1.[CH2:19]([O:26][C:27](Cl)=[O:28])[C:20]1[CH:25]=[CH:24][CH:23]=[CH:22][CH:21]=1.C(O)(=O)CC(CC(O)=O)(C(O)=O)O. (5) Given the product [C:21]([C:20]1[CH:19]=[C:18]([C@@H:16]2[NH:2][CH:3]([C:6]([OH:8])=[O:7])[CH2:4][S:5]2)[CH:25]=[CH:24][CH:23]=1)#[N:22], predict the reactants needed to synthesize it. The reactants are: Cl.[NH2:2][C@H:3]([C:6]([OH:8])=[O:7])[CH2:4][SH:5].C([O-])(=O)C.[K+].CO.[CH:16]([C:18]1[CH:19]=[C:20]([CH:23]=[CH:24][CH:25]=1)[C:21]#[N:22])=O.